This data is from Full USPTO retrosynthesis dataset with 1.9M reactions from patents (1976-2016). The task is: Predict the reactants needed to synthesize the given product. (1) The reactants are: [CH2:1]([O:8][C:9](=[O:18])[CH:10]([C:15](=[O:17])[CH3:16])[CH2:11][CH2:12][CH2:13][CH3:14])[C:2]1[CH:7]=[CH:6][CH:5]=[CH:4][CH:3]=1.[CH:19](OC)(OC)[O:20]C.O.S([C:31]1C=CC(C)=CC=1)(O)(=O)=O. Given the product [CH2:1]([O:8][C:9](=[O:18])[CH:10]([C:15]([O:20][CH3:19])([O:17][CH3:31])[CH3:16])[CH2:11][CH2:12][CH2:13][CH3:14])[C:2]1[CH:7]=[CH:6][CH:5]=[CH:4][CH:3]=1, predict the reactants needed to synthesize it. (2) Given the product [F:1][C:2]1[C:3]([NH:18][S:35]([C:29]2[CH:34]=[CH:33][CH:32]=[CH:31][CH:30]=2)(=[O:37])=[O:36])=[N:4][C:5]([O:8][CH2:9][C:10]2[CH:15]=[CH:14][CH:13]=[CH:12][C:11]=2[O:16][CH3:17])=[N:6][CH:7]=1, predict the reactants needed to synthesize it. The reactants are: [F:1][C:2]1[C:3]([NH2:18])=[N:4][C:5]([O:8][CH2:9][C:10]2[CH:15]=[CH:14][CH:13]=[CH:12][C:11]=2[O:16][CH3:17])=[N:6][CH:7]=1.[Li+].C[Si]([N-][Si](C)(C)C)(C)C.[C:29]1([S:35](Cl)(=[O:37])=[O:36])[CH:34]=[CH:33][CH:32]=[CH:31][CH:30]=1. (3) Given the product [CH2:26]([NH:29][C:17]([CH:15]1[CH2:14][N:13]([CH2:20][CH:21]([F:23])[F:22])[CH2:12][C:11]2([CH2:10][CH2:9][N:8]([C:6]([O:5][C:1]([CH3:2])([CH3:4])[CH3:3])=[O:7])[CH2:25][CH2:24]2)[O:16]1)=[O:18])[CH:27]=[CH2:28], predict the reactants needed to synthesize it. The reactants are: [C:1]([O:5][C:6]([N:8]1[CH2:25][CH2:24][C:11]2([O:16][CH:15]([C:17](O)=[O:18])[CH2:14][N:13]([CH2:20][CH:21]([F:23])[F:22])[CH2:12]2)[CH2:10][CH2:9]1)=[O:7])([CH3:4])([CH3:3])[CH3:2].[CH2:26]([NH2:29])[CH:27]=[CH2:28].C(P1(=O)OP(CCC)(=O)OP(CCC)(=O)O1)CC.C(N(CC)CC)C. (4) Given the product [C:16]([O:15][C:13]([NH:11][CH2:12][C@H:8]([C:5]1[CH:6]=[CH:7][C:2]([Cl:1])=[C:3]([F:21])[CH:4]=1)[CH2:9][C:10]([OH:23])=[O:20])=[O:14])([CH3:19])([CH3:18])[CH3:17], predict the reactants needed to synthesize it. The reactants are: [Cl:1][C:2]1[CH:7]=[CH:6][C:5]([C@H:8]2[CH2:12][N:11]([C:13]([O:15][C:16]([CH3:19])([CH3:18])[CH3:17])=[O:14])[C:10](=[O:20])[CH2:9]2)=[CH:4][C:3]=1[F:21].[Li+].[OH-:23].Cl. (5) Given the product [Cl:1][C:2]1[N:7]=[C:6]([C:8]([O:10][CH2:11][CH3:12])=[O:9])[CH:5]=[CH:4][N:3]=1, predict the reactants needed to synthesize it. The reactants are: [Cl:1][C:2]1[N:7]=[C:6]([C:8]([OH:10])=[O:9])[CH:5]=[CH:4][N:3]=1.[CH:11]1(N=C=NC2CCCCC2)CCCC[CH2:12]1.C(O)C. (6) Given the product [Br:11][C:12]1[C:13]([CH3:19])=[C:14]([NH:15][C:1](=[O:21])[CH:2]=[CH:3][C:4]2[CH:9]=[CH:8][CH:7]=[CH:6][CH:5]=2)[CH:16]=[CH:17][CH:18]=1, predict the reactants needed to synthesize it. The reactants are: [CH2:1](Cl)[CH:2]=[CH:3][C:4]1[CH:9]=[CH:8][CH:7]=[CH:6][CH:5]=1.[Br:11][C:12]1[C:13]([CH3:19])=[C:14]([CH:16]=[CH:17][CH:18]=1)[NH2:15].C(=O)(O)[O-:21].[Na+]. (7) The reactants are: [F:1][C:2]1[CH:7]=[C:6]([S:8]([CH3:11])(=[O:10])=[O:9])[CH:5]=[CH:4][C:3]=1[C:12]1[CH:13]=[C:14]2[CH:20]=[C:19]([CH:21]3[CH2:26][CH2:25][NH:24][CH2:23][CH2:22]3)[O:18][C:15]2=[CH:16][N:17]=1.Cl[C:28]1[N:33]=[CH:32][C:31]([CH2:34][CH3:35])=[CH:30][N:29]=1.C(N(CC)C(C)C)(C)C.CN(C)C=O. Given the product [CH2:34]([C:31]1[CH:30]=[N:29][C:28]([N:24]2[CH2:25][CH2:26][CH:21]([C:19]3[O:18][C:15]4=[CH:16][N:17]=[C:12]([C:3]5[CH:4]=[CH:5][C:6]([S:8]([CH3:11])(=[O:10])=[O:9])=[CH:7][C:2]=5[F:1])[CH:13]=[C:14]4[CH:20]=3)[CH2:22][CH2:23]2)=[N:33][CH:32]=1)[CH3:35], predict the reactants needed to synthesize it. (8) The reactants are: [I:1][C:2]1[C:10]2[C:5](=[CH:6][CH:7]=[C:8]([C:11]([OH:13])=O)[CH:9]=2)[NH:4][N:3]=1.[CH:14]1([CH:18]([C:20]2[CH:25]=[CH:24][CH:23]=[CH:22][CH:21]=2)[NH2:19])[CH2:17][CH2:16][CH2:15]1. Given the product [CH:14]1([CH:18]([C:20]2[CH:21]=[CH:22][CH:23]=[CH:24][CH:25]=2)[NH:19][C:11]([C:8]2[CH:9]=[C:10]3[C:5](=[CH:6][CH:7]=2)[NH:4][N:3]=[C:2]3[I:1])=[O:13])[CH2:15][CH2:16][CH2:17]1, predict the reactants needed to synthesize it.